This data is from Catalyst prediction with 721,799 reactions and 888 catalyst types from USPTO. The task is: Predict which catalyst facilitates the given reaction. (1) Reactant: [Br:1][C:2]1[CH:10]=[CH:9][C:5]2[O:6][CH2:7][O:8][C:4]=2[C:3]=1[C:11]([OH:13])=O.[CH2:14]([C:21]1([OH:27])[CH2:26][CH2:25][NH:24][CH2:23][CH2:22]1)[C:15]1[CH:20]=[CH:19][CH:18]=[CH:17][CH:16]=1.CN(C(ON1N=NC2C=CC=NC1=2)=[N+](C)C)C.F[P-](F)(F)(F)(F)F.C(N(CC)CC)C. Product: [CH2:14]([C:21]1([OH:27])[CH2:26][CH2:25][N:24]([C:11]([C:3]2[C:4]3[O:8][CH2:7][O:6][C:5]=3[CH:9]=[CH:10][C:2]=2[Br:1])=[O:13])[CH2:23][CH2:22]1)[C:15]1[CH:16]=[CH:17][CH:18]=[CH:19][CH:20]=1. The catalyst class is: 18. (2) The catalyst class is: 496. Product: [CH2:1]([C:8]1[C:20](=[O:21])[N:12]2[CH2:13][C:14]3[C:19]([C:11]2=[N:10][C:9]=1[CH:22]([Br:26])[CH:23]([CH3:25])[CH3:24])=[CH:18][CH:17]=[CH:16][CH:15]=3)[C:2]1[CH:7]=[CH:6][CH:5]=[CH:4][CH:3]=1. Reactant: [CH2:1]([C:8]1[C:20](=[O:21])[N:12]2[CH2:13][C:14]3[C:19]([C:11]2=[N:10][C:9]=1[CH2:22][CH:23]([CH3:25])[CH3:24])=[CH:18][CH:17]=[CH:16][CH:15]=3)[C:2]1[CH:7]=[CH:6][CH:5]=[CH:4][CH:3]=1.[Br:26]N1C(=O)CCC1=O.FC(F)(F)C(O)=O. (3) Reactant: C[O:2][C:3](=O)[C:4]1[CH:9]=[CH:8][C:7]([NH:10][C:11](=[O:28])[CH:12]([NH:16][C:17](=[O:27])[CH2:18][C:19]2[CH:24]=[C:23]([F:25])[CH:22]=[C:21]([F:26])[CH:20]=2)[CH2:13][CH2:14][CH3:15])=[N:6][CH:5]=1.[BH4-].[Na+]. Product: [OH:2][CH2:3][C:4]1[CH:9]=[CH:8][C:7]([NH:10][C:11](=[O:28])[CH:12]([NH:16][C:17](=[O:27])[CH2:18][C:19]2[CH:24]=[C:23]([F:25])[CH:22]=[C:21]([F:26])[CH:20]=2)[CH2:13][CH2:14][CH3:15])=[N:6][CH:5]=1. The catalyst class is: 5. (4) Reactant: [OH:1][CH:2]([C:4]1[N:9]=[N:8][C:7]([C:10]([O:12][CH3:13])=[O:11])=[CH:6][CH:5]=1)[CH3:3].[C:14]1(O)[CH:19]=[CH:18][CH:17]=[CH:16][CH:15]=1.C1(P(C2C=CC=CC=2)C2C=CC=CC=2)C=CC=CC=1.N(C(OC(C)C)=O)=NC(OC(C)C)=O. Product: [O:1]([CH:2]([C:4]1[N:9]=[N:8][C:7]([C:10]([O:12][CH3:13])=[O:11])=[CH:6][CH:5]=1)[CH3:3])[C:14]1[CH:19]=[CH:18][CH:17]=[CH:16][CH:15]=1. The catalyst class is: 7. (5) Reactant: Cl.[CH3:2][O:3][C:4]1[CH:9]=[C:8]([C:10]([F:13])([F:12])[F:11])[CH:7]=[CH:6][C:5]=1[CH:14]1[CH2:19][CH2:18][NH:17][CH2:16][CH2:15]1.C(N(CC)CC)C.[O-]S([O-])(=O)=O.[Mg+2].[CH3:33][N:34]1[C:38]2[CH:39]=[CH:40][CH:41]=[CH:42][C:37]=2[N:36]=[C:35]1[CH:43]=O.[BH-](OC(C)=O)(OC(C)=O)OC(C)=O.[Na+]. Product: [CH3:2][O:3][C:4]1[CH:9]=[C:8]([C:10]([F:12])([F:11])[F:13])[CH:7]=[CH:6][C:5]=1[CH:14]1[CH2:19][CH2:18][N:17]([CH2:43][C:35]2[N:34]([CH3:33])[C:38]3[CH:39]=[CH:40][CH:41]=[CH:42][C:37]=3[N:36]=2)[CH2:16][CH2:15]1. The catalyst class is: 2.